Dataset: Catalyst prediction with 721,799 reactions and 888 catalyst types from USPTO. Task: Predict which catalyst facilitates the given reaction. (1) Reactant: [CH3:1][S:2](Cl)(=[O:4])=[O:3].[CH3:6][C:7]1[N:8]=[C:9]([CH3:31])[C:10]2[N:11]([CH:13]=[C:14]([C:16]3[C:17](=[O:30])[O:18][C:19]4[C:24]([CH:25]=3)=[CH:23][CH:22]=[C:21]([O:26][CH2:27][CH2:28][OH:29])[CH:20]=4)[N:15]=2)[CH:12]=1.C(N(CC)CC)C. Product: [CH3:1][S:2]([O:29][CH2:28][CH2:27][O:26][C:21]1[CH:20]=[C:19]2[C:24]([CH:25]=[C:16]([C:14]3[N:15]=[C:10]4[C:9]([CH3:31])=[N:8][C:7]([CH3:6])=[CH:12][N:11]4[CH:13]=3)[C:17](=[O:30])[O:18]2)=[CH:23][CH:22]=1)(=[O:4])=[O:3]. The catalyst class is: 2. (2) Product: [Cl:1][C:2]1[S:6][C:5]([S:7]([N:10]([CH2:17][CH3:18])[C:11]2([C:14]([NH:46][CH2:45][C:43]3[CH:42]=[CH:41][N:40]=[C:39]([C:36]4[CH:35]=[CH:34][C:33]([O:32][C:31]([F:48])([F:30])[F:47])=[CH:38][CH:37]=4)[CH:44]=3)=[O:16])[CH2:12][CH2:13]2)(=[O:8])=[O:9])=[CH:4][CH:3]=1. The catalyst class is: 1. Reactant: [Cl:1][C:2]1[S:6][C:5]([S:7]([N:10]([CH2:17][CH3:18])[C:11]2([C:14]([OH:16])=O)[CH2:13][CH2:12]2)(=[O:9])=[O:8])=[CH:4][CH:3]=1.CCOC(OC(OCC)=O)=O.[F:30][C:31]([F:48])([F:47])[O:32][C:33]1[CH:38]=[CH:37][C:36]([C:39]2[CH:44]=[C:43]([CH2:45][NH2:46])[CH:42]=[CH:41][N:40]=2)=[CH:35][CH:34]=1. (3) Reactant: [Cl:1][CH2:2][CH2:3][CH2:4][CH:5]1[O:10][C:9]2[CH:11]=[CH:12][CH:13]=[CH:14][C:8]=2[N:7]([C:15]2[CH:20]=[CH:19][CH:18]=[CH:17][CH:16]=2)[S:6]1(=[O:22])=[O:21].[CH3:23][NH:24][CH2:25][C:26]1[CH:31]=[CH:30][CH:29]=[CH:28][CH:27]=1. Product: [ClH:1].[CH2:25]([N:24]([CH3:23])[CH2:2][CH2:3][CH2:4][CH:5]1[O:10][C:9]2[CH:11]=[CH:12][CH:13]=[CH:14][C:8]=2[N:7]([C:15]2[CH:20]=[CH:19][CH:18]=[CH:17][CH:16]=2)[S:6]1(=[O:22])=[O:21])[C:26]1[CH:31]=[CH:30][CH:29]=[CH:28][CH:27]=1. The catalyst class is: 6. (4) Reactant: C(OC[N:9]1[C:13]2[N:14]=[C:15]([NH:33][C:34]3[CH:39]=[CH:38][C:37]([O:40][CH2:41][CH2:42][O:43][CH3:44])=[CH:36][CH:35]=3)[N:16]=[C:17]([NH:18][C:19]3[CH:24]=[CH:23][CH:22]=[C:21]([NH:25][C:26]([O:28][C:29]([CH3:32])([CH3:31])[CH3:30])=[O:27])[CH:20]=3)[C:12]=2[CH:11]=[CH:10]1)(=O)C(C)(C)C.[OH-].[Na+].N. Product: [CH3:44][O:43][CH2:42][CH2:41][O:40][C:37]1[CH:36]=[CH:35][C:34]([NH:33][C:15]2[N:16]=[C:17]([NH:18][C:19]3[CH:20]=[C:21]([NH:25][C:26](=[O:27])[O:28][C:29]([CH3:31])([CH3:30])[CH3:32])[CH:22]=[CH:23][CH:24]=3)[C:12]3[CH:11]=[CH:10][NH:9][C:13]=3[N:14]=2)=[CH:39][CH:38]=1. The catalyst class is: 92. (5) Reactant: [C:1]([CH2:3][C:4]([O:6][C:7]([CH3:10])([CH3:9])[CH3:8])=[O:5])#[N:2].[CH:11](OCC)(OCC)OCC.C(OC(=O)C)(=O)C.Cl.[CH3:29][O:30][C:31](=[O:41])[C:32]1[CH:37]=[CH:36][C:35]([CH2:38][NH:39][NH2:40])=[CH:34][CH:33]=1.CCN(C(C)C)C(C)C. Product: [C:7]([O:6][C:4]([C:3]1[CH:11]=[N:40][N:39]([CH2:38][C:35]2[CH:36]=[CH:37][C:32]([C:31]([O:30][CH3:29])=[O:41])=[CH:33][CH:34]=2)[C:1]=1[NH2:2])=[O:5])([CH3:10])([CH3:9])[CH3:8]. The catalyst class is: 162.